This data is from Forward reaction prediction with 1.9M reactions from USPTO patents (1976-2016). The task is: Predict the product of the given reaction. (1) Given the reactants [C:1]1([CH:7]([C:21]2[CH:26]=[CH:25][CH:24]=[CH:23][CH:22]=2)[O:8][C:9]2[CH:14]=[CH:13][C:12]([CH2:15]O)=[CH:11][C:10]=2[CH2:17][CH:18]([CH3:20])[CH3:19])[CH:6]=[CH:5][CH:4]=[CH:3][CH:2]=1.[F:27][C:28]1[CH:33]=[C:32]([NH:34][S:35]([C:38]2[CH:43]=[CH:42][CH:41]=[CH:40][C:39]=2[N+:44]([O-:46])=[O:45])(=[O:37])=[O:36])[CH:31]=[CH:30][C:29]=1[CH2:47][CH2:48][C:49]([O:51][CH2:52][CH3:53])=[O:50].C1(P(C2C=CC=CC=2)C2C=CC=CC=2)C=CC=CC=1.N(C(OCC)=O)=NC(OCC)=O, predict the reaction product. The product is: [C:1]1([CH:7]([C:21]2[CH:26]=[CH:25][CH:24]=[CH:23][CH:22]=2)[O:8][C:9]2[CH:14]=[CH:13][C:12]([CH2:15][N:34]([S:35]([C:38]3[CH:43]=[CH:42][CH:41]=[CH:40][C:39]=3[N+:44]([O-:46])=[O:45])(=[O:36])=[O:37])[C:32]3[CH:31]=[CH:30][C:29]([CH2:47][CH2:48][C:49]([O:51][CH2:52][CH3:53])=[O:50])=[C:28]([F:27])[CH:33]=3)=[CH:11][C:10]=2[CH2:17][CH:18]([CH3:20])[CH3:19])[CH:6]=[CH:5][CH:4]=[CH:3][CH:2]=1. (2) Given the reactants C(=O)([O-])O.[Na+].[C:17]([O:16][C:14](O[C:14]([O:16][C:17]([CH3:20])([CH3:19])[CH3:18])=[O:15])=[O:15])([CH3:20])([CH3:19])[CH3:18].[CH2:21]([O:23][C:24]([C@:26]1([NH2:39])[C@@H:31]([OH:32])[CH2:30][C@@H:29]2[C@H:27]1[C@@:28]2([F:38])[C:33]([O:35][CH2:36][CH3:37])=[O:34])=[O:25])[CH3:22], predict the reaction product. The product is: [CH2:21]([O:23][C:24]([C@:26]1([NH:39][C:14]([O:16][C:17]([CH3:18])([CH3:19])[CH3:20])=[O:15])[C@@H:31]([OH:32])[CH2:30][C@@H:29]2[C@H:27]1[C@@:28]2([F:38])[C:33]([O:35][CH2:36][CH3:37])=[O:34])=[O:25])[CH3:22]. (3) Given the reactants CCN(C(C)C)C(C)C.[C:10]1([S:16]([C:18]2[CH:26]=[CH:25][C:21]([C:22]([OH:24])=O)=[CH:20][CH:19]=2)=[O:17])[CH:15]=[CH:14][CH:13]=[CH:12][CH:11]=1.CCN=C=NCCCN(C)C.C1C=CC2N(O)N=NC=2C=1.[NH2:48][CH2:49][C:50]([N:52]1[CH2:57][CH2:56][N:55]([C:58](=[O:69])[C:59]2[CH:64]=[CH:63][CH:62]=[CH:61][C:60]=2[C:65]([F:68])([F:67])[F:66])[CH2:54][CH2:53]1)=[O:51].C(O)(C(F)(F)F)=O, predict the reaction product. The product is: [C:10]1([S:16]([C:18]2[CH:19]=[CH:20][C:21]([C:22]([NH:48][CH2:49][C:50](=[O:51])[N:52]3[CH2:53][CH2:54][N:55]([C:58](=[O:69])[C:59]4[CH:64]=[CH:63][CH:62]=[CH:61][C:60]=4[C:65]([F:66])([F:68])[F:67])[CH2:56][CH2:57]3)=[O:24])=[CH:25][CH:26]=2)=[O:17])[CH:11]=[CH:12][CH:13]=[CH:14][CH:15]=1. (4) The product is: [OH:1][C:2]1[C:11]2[C:6](=[N:7][CH:8]=[CH:9][CH:10]=2)[N:5]([CH2:12][C:13]2[CH:14]=[N:15][C:16]([C:19]([F:22])([F:20])[F:21])=[CH:17][CH:18]=2)[C:4](=[O:23])[C:3]=1[C:24]([NH:26][CH2:27][C:28]([OH:30])=[O:29])=[O:25]. Given the reactants [OH:1][C:2]1[C:11]2[C:6](=[N:7][CH:8]=[CH:9][CH:10]=2)[N:5]([CH2:12][C:13]2[CH:14]=[N:15][C:16]([C:19]([F:22])([F:21])[F:20])=[CH:17][CH:18]=2)[C:4](=[O:23])[C:3]=1[C:24]([NH:26][CH2:27][C:28]([O:30]C(C)(C)C)=[O:29])=[O:25].C(Cl)Cl.C(O)(C(F)(F)F)=O, predict the reaction product.